This data is from Catalyst prediction with 721,799 reactions and 888 catalyst types from USPTO. The task is: Predict which catalyst facilitates the given reaction. The catalyst class is: 2. Reactant: [I:1][CH3:2].[CH3:3][N:4]([CH3:20])[CH2:5][CH2:6][CH2:7][C:8]1[CH:12]=[C:11]([C:13]2[S:14][CH:15]=[CH:16][CH:17]=2)[NH:10][C:9]=1[CH:18]=[O:19]. Product: [I-:1].[CH3:20][N+:4]([CH3:2])([CH3:3])[CH2:5][CH2:6][CH2:7][C:8]1[CH:12]=[C:11]([C:13]2[S:14][CH:15]=[CH:16][CH:17]=2)[NH:10][C:9]=1[CH:18]=[O:19].